This data is from Full USPTO retrosynthesis dataset with 1.9M reactions from patents (1976-2016). The task is: Predict the reactants needed to synthesize the given product. Given the product [CH2:26]([C@H:8]1[CH2:7][NH:6][CH2:10][C@H:9]1[CH2:11][N:12]([C:19]1[CH:20]=[CH:21][C:22]([Cl:25])=[CH:23][CH:24]=1)[C:13]1[CH:18]=[CH:17][CH:16]=[CH:15][CH:14]=1)[C:27]1[CH:28]=[CH:29][CH:30]=[CH:31][CH:32]=1, predict the reactants needed to synthesize it. The reactants are: C(OC([N:6]1[CH2:10][C@@H:9]([CH2:11][N:12]([C:19]2[CH:24]=[CH:23][C:22]([Cl:25])=[CH:21][CH:20]=2)[C:13]2[CH:18]=[CH:17][CH:16]=[CH:15][CH:14]=2)[C@@H:8]([CH2:26][C:27]2[CH:32]=[CH:31][CH:30]=[CH:29][CH:28]=2)[CH2:7]1)=O)C.[OH-].[K+].